From a dataset of Catalyst prediction with 721,799 reactions and 888 catalyst types from USPTO. Predict which catalyst facilitates the given reaction. (1) Reactant: [N:1]1[CH:6]=[CH:5][N:4]=[C:3]2[NH:7][CH:8]=[C:9]([C:10]3[CH2:11][CH2:12][N:13]([C:16]([O:18][C:19]([CH3:22])([CH3:21])[CH3:20])=[O:17])[CH2:14][CH:15]=3)[C:2]=12. Product: [N:1]1[CH:6]=[CH:5][N:4]=[C:3]2[NH:7][CH:8]=[C:9]([CH:10]3[CH2:11][CH2:12][N:13]([C:16]([O:18][C:19]([CH3:22])([CH3:21])[CH3:20])=[O:17])[CH2:14][CH2:15]3)[C:2]=12. The catalyst class is: 19. (2) Reactant: [CH2:1]([O:7][C:8]1[CH:19]=[CH:18][CH:17]=[CH:16][C:9]=1[O:10][CH2:11][CH2:12][CH2:13][CH2:14][NH2:15])[CH2:2][CH2:3][CH2:4][CH2:5][CH3:6].Cl[C:21]1[C:30]2[C:25](=[CH:26][CH:27]=[CH:28][CH:29]=2)[N:24]=[CH:23][N:22]=1. Product: [CH2:1]([O:7][C:8]1[CH:19]=[CH:18][CH:17]=[CH:16][C:9]=1[O:10][CH2:11][CH2:12][CH2:13][CH2:14][NH:15][C:21]1[C:30]2[C:25](=[CH:26][CH:27]=[CH:28][CH:29]=2)[N:24]=[CH:23][N:22]=1)[CH2:2][CH2:3][CH2:4][CH2:5][CH3:6]. The catalyst class is: 41. (3) Reactant: [Cl:1][C:2]1[C:3]2[N:10]([CH2:11][CH2:12][NH:13]C(=O)OC(C)(C)C)[CH:9]=[CH:8][C:4]=2[N:5]=[CH:6][N:7]=1.[S:21]1[C:25]2[CH:26]=[CH:27][CH:28]=[C:29]([O:30][C:31]3[CH:37]=[CH:36][C:34]([NH2:35])=[CH:33][C:32]=3[CH3:38])[C:24]=2[CH:23]=[N:22]1.C(=O)([O-])O.[Na+]. Product: [ClH:1].[ClH:1].[NH2:13][CH2:12][CH2:11][N:10]1[C:3]2[C:2]([NH:35][C:34]3[CH:36]=[CH:37][C:31]([O:30][C:29]4[C:24]5[CH:23]=[N:22][S:21][C:25]=5[CH:26]=[CH:27][CH:28]=4)=[C:32]([CH3:38])[CH:33]=3)=[N:7][CH:6]=[N:5][C:4]=2[CH:8]=[CH:9]1. The catalyst class is: 32. (4) Reactant: [C:1]([O:5][CH:6]([C:11]1[CH:15]=[C:14]([C:16]2[CH:21]=[CH:20][CH:19]=[CH:18][CH:17]=2)[S:13][C:12]=1[C:22]1[CH:23]=[CH:24][C:25]2[O:30][CH2:29][CH2:28][CH2:27][C:26]=2[CH:31]=1)[C:7]([O:9]C)=[O:8])([CH3:4])([CH3:3])[CH3:2].[OH-].[K+]. Product: [C:1]([O:5][CH:6]([C:11]1[CH:15]=[C:14]([C:16]2[CH:21]=[CH:20][CH:19]=[CH:18][CH:17]=2)[S:13][C:12]=1[C:22]1[CH:23]=[CH:24][C:25]2[O:30][CH2:29][CH2:28][CH2:27][C:26]=2[CH:31]=1)[C:7]([OH:9])=[O:8])([CH3:4])([CH3:2])[CH3:3]. The catalyst class is: 40.